Dataset: Forward reaction prediction with 1.9M reactions from USPTO patents (1976-2016). Task: Predict the product of the given reaction. (1) Given the reactants [NH2:1][C:2]1[CH:9]=[CH:8][C:7]([Br:10])=[CH:6][C:3]=1[C:4]#[N:5].[CH:11]1([C:14](Cl)=[O:15])[CH2:13][CH2:12]1, predict the reaction product. The product is: [Br:10][C:7]1[CH:8]=[CH:9][C:2]([NH:1][C:14]([CH:11]2[CH2:13][CH2:12]2)=[O:15])=[C:3]([C:4]#[N:5])[CH:6]=1. (2) Given the reactants [C:1]([C@@H:4]([NH:21][C:22]([O:24][C:25]([CH3:28])([CH3:27])[CH3:26])=[O:23])[CH2:5][S:6][S:7][CH2:8][C@@H:9]([C:18](O)=[O:19])[NH:10][C:11]([O:13][C:14]([CH3:17])([CH3:16])[CH3:15])=[O:12])([OH:3])=O.[CH3:29][O:30][C:31]1[CH:38]=[CH:37][C:34]([CH2:35][NH2:36])=[CH:33][CH:32]=1.ON1[C:44]2[CH:45]=[CH:46][CH:47]=[CH:48][C:43]=2N=N1.CCN=C=NCCC[N:57]([CH3:59])C.Cl.CN([CH:64]=[O:65])C, predict the reaction product. The product is: [CH3:29][O:30][C:31]1[CH:38]=[CH:37][C:34]([CH2:35][NH:36][C:1]([C@@H:4]([NH:21][C:22]([O:24][C:25]([CH3:28])([CH3:27])[CH3:26])=[O:23])[CH2:5][S:6][S:7][CH2:8][C@@H:9]([C:18](=[O:19])[NH:57][CH2:59][C:43]2[CH:48]=[CH:47][C:46]([O:65][CH3:64])=[CH:45][CH:44]=2)[NH:10][C:11]([O:13][C:14]([CH3:17])([CH3:15])[CH3:16])=[O:12])=[O:3])=[CH:33][CH:32]=1.